Dataset: NCI-60 drug combinations with 297,098 pairs across 59 cell lines. Task: Regression. Given two drug SMILES strings and cell line genomic features, predict the synergy score measuring deviation from expected non-interaction effect. Cell line: NCI-H226. Synergy scores: CSS=25.5, Synergy_ZIP=2.12, Synergy_Bliss=4.46, Synergy_Loewe=4.99, Synergy_HSA=6.99. Drug 2: C1=C(C(=O)NC(=O)N1)F. Drug 1: CS(=O)(=O)C1=CC(=C(C=C1)C(=O)NC2=CC(=C(C=C2)Cl)C3=CC=CC=N3)Cl.